Dataset: Catalyst prediction with 721,799 reactions and 888 catalyst types from USPTO. Task: Predict which catalyst facilitates the given reaction. (1) Reactant: [C:1]([C:9]1[CH:10]=[C:11]([CH:15]([CH3:19])[C:16]([OH:18])=[O:17])[CH:12]=[CH:13][CH:14]=1)(=[O:8])[C:2]1[CH:7]=[CH:6][CH:5]=[CH:4][CH:3]=1.[CH3:20][N:21]([CH3:35])[CH2:22][C@H:23]([CH3:34])[C@H:24]([C:27]1[CH:28]=[C:29]([OH:33])[CH:30]=[CH:31][CH:32]=1)[CH2:25][CH3:26]. Product: [C:1]([C:9]1[CH:10]=[C:11]([CH:15]([CH3:19])[C:16]([O-:18])=[O:17])[CH:12]=[CH:13][CH:14]=1)(=[O:8])[C:2]1[CH:3]=[CH:4][CH:5]=[CH:6][CH:7]=1.[OH:33][C:29]1[CH:28]=[C:27]([C@H:24]([CH2:25][CH3:26])[C@@H:23]([CH3:34])[CH2:22][NH+:21]([CH3:35])[CH3:20])[CH:32]=[CH:31][CH:30]=1. The catalyst class is: 21. (2) Reactant: [C:1]([O:7][CH2:8][C@H:9]1[CH2:14][C@@H:13]([O:15][C:16](=[O:21])[C:17]([CH3:20])([CH3:19])[CH3:18])[CH2:12][CH2:11][C@@:10]1([C@H:23]1[CH2:35][CH2:34][C@@:33]2([CH3:36])[C@@H:25]([CH2:26][C:27]3[C:28]2=[N:29][CH:30]=[CH:31][CH:32]=3)[C@@H:24]1[CH2:37][OH:38])[CH3:22])(=[O:6])[C:2]([CH3:5])([CH3:4])[CH3:3].[CH3:39][S:40](Cl)(=[O:42])=[O:41]. Product: [C:1]([O:7][CH2:8][C@H:9]1[CH2:14][C@@H:13]([O:15][C:16](=[O:21])[C:17]([CH3:20])([CH3:19])[CH3:18])[CH2:12][CH2:11][C@:10]1([CH3:22])[C@H:23]1[CH2:35][CH2:34][C@@:33]2([CH3:36])[C@@H:25]([CH2:26][C:27]3[C:28]2=[N:29][CH:30]=[CH:31][CH:32]=3)[C@@H:24]1[CH2:37][O:38][S:40]([CH3:39])(=[O:42])=[O:41])(=[O:6])[C:2]([CH3:3])([CH3:4])[CH3:5]. The catalyst class is: 2.